This data is from Catalyst prediction with 721,799 reactions and 888 catalyst types from USPTO. The task is: Predict which catalyst facilitates the given reaction. (1) Reactant: [H-].[Na+].[Cl:3][C:4]1[C:9]([OH:10])=[CH:8][CH:7]=[CH:6][N:5]=1.[CH3:11][O:12][CH2:13]Cl.O. Product: [Cl:3][C:4]1[C:9]([O:10][CH2:11][O:12][CH3:13])=[CH:8][CH:7]=[CH:6][N:5]=1. The catalyst class is: 7. (2) Reactant: [NH:1]1[CH2:6][CH2:5][CH:4]([OH:7])[CH2:3][CH2:2]1.[O:8]1[CH2:11][CH2:10][C:9]1=O.C(O[BH-](OC(=O)C)OC(=O)C)(=O)C.[Na+]. Product: [O:8]1[CH2:11][CH:10]([N:1]2[CH2:6][CH2:5][CH:4]([OH:7])[CH2:3][CH2:2]2)[CH2:9]1. The catalyst class is: 26. (3) Reactant: C([O:8][C:9]1[CH:10]=[C:11]([C:15]2[CH:16]=[C:17]3[C:22](=[N:23][CH:24]=2)[N:21]([C:25]([NH2:27])=[O:26])[CH2:20][CH2:19][CH2:18]3)[CH:12]=[N:13][CH:14]=1)C1C=CC=CC=1. Product: [OH:8][C:9]1[CH:10]=[C:11]([C:15]2[CH:16]=[C:17]3[C:22](=[N:23][CH:24]=2)[N:21]([C:25]([NH2:27])=[O:26])[CH2:20][CH2:19][CH2:18]3)[CH:12]=[N:13][CH:14]=1. The catalyst class is: 50.